Dataset: Full USPTO retrosynthesis dataset with 1.9M reactions from patents (1976-2016). Task: Predict the reactants needed to synthesize the given product. (1) Given the product [F:10][C:9]1[C:2]([N:1]=[C:15]=[S:16])=[CH:3][C:4]([C:11]([F:14])([F:12])[F:13])=[C:5]([CH:8]=1)[C:6]#[N:7], predict the reactants needed to synthesize it. The reactants are: [NH2:1][C:2]1[C:9]([F:10])=[CH:8][C:5]([C:6]#[N:7])=[C:4]([C:11]([F:14])([F:13])[F:12])[CH:3]=1.[C:15](Cl)(Cl)=[S:16]. (2) Given the product [Cl:7][C:8]1[CH:9]=[C:10]([CH:14]=[CH:15][C:16]=1[O:17][CH3:18])[C:11]([NH:6][CH:3]([CH2:4][CH3:5])[CH2:2][CH3:1])=[O:12], predict the reactants needed to synthesize it. The reactants are: [CH3:1][CH2:2][CH:3]([NH2:6])[CH2:4][CH3:5].[Cl:7][C:8]1[CH:9]=[C:10]([CH:14]=[CH:15][C:16]=1[O:17][CH3:18])[C:11](O)=[O:12]. (3) Given the product [Br:1][C:2]1[CH:7]=[C:6]([C:8]([OH:12])([CH3:11])[CH2:9][O:10][S:22]([CH3:21])(=[O:24])=[O:23])[C:5]([F:13])=[CH:4][N:3]=1, predict the reactants needed to synthesize it. The reactants are: [Br:1][C:2]1[CH:7]=[C:6]([C:8]([OH:12])([CH3:11])[CH2:9][OH:10])[C:5]([F:13])=[CH:4][N:3]=1.C(N(CC)CC)C.[CH3:21][S:22](Cl)(=[O:24])=[O:23]. (4) Given the product [Cl:17][C:2]1[C:9]([N+:10]([O-:12])=[O:11])=[C:8]([CH3:13])[C:5]([C:6]#[N:7])=[C:4]([CH3:14])[N:3]=1, predict the reactants needed to synthesize it. The reactants are: O[C:2]1[C:9]([N+:10]([O-:12])=[O:11])=[C:8]([CH3:13])[C:5]([C:6]#[N:7])=[C:4]([CH3:14])[N:3]=1.P(Cl)(Cl)([Cl:17])=O.